This data is from NCI-60 drug combinations with 297,098 pairs across 59 cell lines. The task is: Regression. Given two drug SMILES strings and cell line genomic features, predict the synergy score measuring deviation from expected non-interaction effect. (1) Drug 1: CC1=C2C(C(=O)C3(C(CC4C(C3C(C(C2(C)C)(CC1OC(=O)C(C(C5=CC=CC=C5)NC(=O)OC(C)(C)C)O)O)OC(=O)C6=CC=CC=C6)(CO4)OC(=O)C)OC)C)OC. Drug 2: CNC(=O)C1=NC=CC(=C1)OC2=CC=C(C=C2)NC(=O)NC3=CC(=C(C=C3)Cl)C(F)(F)F. Cell line: NCI-H226. Synergy scores: CSS=53.4, Synergy_ZIP=6.56, Synergy_Bliss=6.51, Synergy_Loewe=9.78, Synergy_HSA=10.6. (2) Drug 1: CCC1=CC2CC(C3=C(CN(C2)C1)C4=CC=CC=C4N3)(C5=C(C=C6C(=C5)C78CCN9C7C(C=CC9)(C(C(C8N6C)(C(=O)OC)O)OC(=O)C)CC)OC)C(=O)OC.C(C(C(=O)O)O)(C(=O)O)O. Drug 2: CCC1=C2CN3C(=CC4=C(C3=O)COC(=O)C4(CC)O)C2=NC5=C1C=C(C=C5)O. Cell line: EKVX. Synergy scores: CSS=26.5, Synergy_ZIP=-4.90, Synergy_Bliss=-3.93, Synergy_Loewe=-2.22, Synergy_HSA=-2.54. (3) Drug 1: C1=NC(=NC(=O)N1C2C(C(C(O2)CO)O)O)N. Drug 2: CCN(CC)CCNC(=O)C1=C(NC(=C1C)C=C2C3=C(C=CC(=C3)F)NC2=O)C. Cell line: SK-MEL-28. Synergy scores: CSS=-4.58, Synergy_ZIP=2.30, Synergy_Bliss=-1.02, Synergy_Loewe=1.17, Synergy_HSA=-1.38. (4) Drug 1: CCCCCOC(=O)NC1=NC(=O)N(C=C1F)C2C(C(C(O2)C)O)O. Drug 2: C1CNP(=O)(OC1)N(CCCl)CCCl. Cell line: U251. Synergy scores: CSS=0.871, Synergy_ZIP=-0.683, Synergy_Bliss=-2.86, Synergy_Loewe=-2.21, Synergy_HSA=-3.72.